From a dataset of Full USPTO retrosynthesis dataset with 1.9M reactions from patents (1976-2016). Predict the reactants needed to synthesize the given product. Given the product [CH3:1][O:2][NH:3][CH:4]([CH3:15])[CH2:5][C:6]1[C:7]([Cl:14])=[CH:8][C:9]([Cl:13])=[CH:10][C:11]=1[Cl:12], predict the reactants needed to synthesize it. The reactants are: [CH3:1][O:2][N:3]=[C:4]([CH3:15])[CH2:5][C:6]1[C:11]([Cl:12])=[CH:10][C:9]([Cl:13])=[CH:8][C:7]=1[Cl:14].C([BH3-])#N.[Na+].